This data is from Full USPTO retrosynthesis dataset with 1.9M reactions from patents (1976-2016). The task is: Predict the reactants needed to synthesize the given product. (1) The reactants are: S(Cl)(Cl)=O.[Cl:5][C:6]1[CH:14]=[CH:13][C:9]([C:10]([OH:12])=O)=[C:8]([O:15][CH3:16])[CH:7]=1.[CH3:17][N:18]1[CH2:23][CH2:22][NH:21][CH2:20][CH2:19]1. Given the product [Cl:5][C:6]1[CH:14]=[CH:13][C:9]([C:10]([N:21]2[CH2:22][CH2:23][N:18]([CH3:17])[CH2:19][CH2:20]2)=[O:12])=[C:8]([O:15][CH3:16])[CH:7]=1, predict the reactants needed to synthesize it. (2) The reactants are: [C:1]([OH:9])(=O)[C:2]1[CH:7]=[CH:6][CH:5]=[CH:4][CH:3]=1.[NH2:10][CH2:11][CH2:12]O. Given the product [C:2]1([C:1]2[O:9][CH2:12][CH2:11][N:10]=2)[CH:3]=[CH:4][CH:5]=[CH:6][CH:7]=1, predict the reactants needed to synthesize it.